From a dataset of Full USPTO retrosynthesis dataset with 1.9M reactions from patents (1976-2016). Predict the reactants needed to synthesize the given product. (1) Given the product [CH3:1][O:2][C:3]1[CH:4]=[C:5]([C:6](=[O:7])[CH2:16][C:17]([OH:19])=[O:18])[CH:9]=[CH:10][CH:11]=1.[CH3:41][C:32]1([CH3:33])[O:22][C:20](=[O:21])[CH:16]=[C:6]([C:5]2[CH:9]=[CH:10][CH:11]=[C:3]([O:2][CH3:1])[CH:4]=2)[O:7]1, predict the reactants needed to synthesize it. The reactants are: [CH3:1][O:2][C:3]1[CH:4]=[C:5]([CH:9]=[CH:10][CH:11]=1)[C:6](Cl)=[O:7].C[Si]([C:16]([Si](C)(C)C)([C:20]([O-:22])=[O:21])[C:17]([O-:19])=[O:18])(C)C.CCN([CH2:32][CH3:33])CC.[Li+].[Br-].OS(O)(=O)=O.[CH3:41]C#N. (2) Given the product [Cl:1][C:2]1[CH:3]=[C:4]([Cl:23])[C:5]2[N:6]([C:8]([CH2:19][C:20]([N:24]([C:31]3[N:35]=[N:44][C:43]([Cl:48])=[CH:33][CH:32]=3)[CH3:26])=[O:21])=[C:9]([C:11]3[CH:12]=[CH:13][C:14]([O:17][CH3:18])=[CH:15][CH:16]=3)[N:10]=2)[CH:7]=1, predict the reactants needed to synthesize it. The reactants are: [Cl:1][C:2]1[CH:3]=[C:4]([Cl:23])[C:5]2[N:6]([C:8]([CH2:19][C:20](O)=[O:21])=[C:9]([C:11]3[CH:16]=[CH:15][C:14]([O:17][CH3:18])=[CH:13][CH:12]=3)[N:10]=2)[CH:7]=1.[C:24]([C:31]1[NH:32][CH:33]=C[N:35]=1)([C:26]1NC=CN=1)=O.CN(C=O)C.NC1[C:43]([Cl:48])=[N:44]C=CC=1. (3) Given the product [C:21]1(=[O:30])[C:22]2[C:23](=[CH:26][CH:27]=[CH:28][CH:29]=2)[C:24](=[O:25])[NH:20]1, predict the reactants needed to synthesize it. The reactants are: N1(C2C3C=CC=CC=3SN=2)CCNCC1.BrCCC[N:20]1[C:24](=[O:25])[C:23]2=[CH:26][CH:27]=[CH:28][CH:29]=[C:22]2[C:21]1=[O:30].C([O-])([O-])=O.[K+].[K+].O. (4) Given the product [Br:3][C:4]1[CH:12]=[CH:11][CH:10]=[C:9]2[C:5]=1[CH:6]=[CH:7][N:8]2[CH2:18][C:17]1[CH:20]=[CH:21][C:14]([F:13])=[CH:15][CH:16]=1, predict the reactants needed to synthesize it. The reactants are: [H-].[Na+].[Br:3][C:4]1[CH:12]=[CH:11][CH:10]=[C:9]2[C:5]=1[CH:6]=[CH:7][NH:8]2.[F:13][C:14]1[CH:21]=[CH:20][C:17]([CH2:18]Br)=[CH:16][CH:15]=1. (5) Given the product [CH3:1][O:2][C:3]1[C:4]([CH2:5][NH2:6])=[C:7]([CH2:12][CH2:13][CH2:14][CH:15]=[CH2:16])[CH:8]=[C:9]([CH3:11])[N:10]=1, predict the reactants needed to synthesize it. The reactants are: [CH3:1][O:2][C:3]1[N:10]=[C:9]([CH3:11])[CH:8]=[C:7]([CH2:12][CH2:13][CH2:14][CH:15]=[CH2:16])[C:4]=1[C:5]#[N:6].[H-].[H-].[H-].[H-].[Li+].[Al+3].O.[OH-].[Na+]. (6) Given the product [N:30]([C@H:10]1[CH2:9][N:8]([C:17]([O:19][C:20]([CH3:23])([CH3:22])[CH3:21])=[O:18])[C@@H:7]([CH2:6][O:5][C:3](=[O:4])[C:2]([CH3:25])([CH3:24])[CH3:1])[CH2:11]1)=[N+:31]=[N-:32], predict the reactants needed to synthesize it. The reactants are: [CH3:1][C:2]([CH3:25])([CH3:24])[C:3]([O:5][CH2:6][C@H:7]1[CH2:11][C@H:10](OS(C)(=O)=O)[CH2:9][N:8]1[C:17]([O:19][C:20]([CH3:23])([CH3:22])[CH3:21])=[O:18])=[O:4].C([NH:30][N:31]=[N+:32]=[N-])(C)(C)C. (7) Given the product [F:1][C:2]([C:5]1[CH:6]=[C:7]([NH2:11])[CH:8]=[CH:9][CH:10]=1)([F:4])[CH3:3], predict the reactants needed to synthesize it. The reactants are: [F:1][C:2]([C:5]1[CH:10]=[CH:9][CH:8]=[C:7]([N+:11]([O-])=O)[CH:6]=1)([F:4])[CH3:3].